Dataset: Catalyst prediction with 721,799 reactions and 888 catalyst types from USPTO. Task: Predict which catalyst facilitates the given reaction. Reactant: [Br:1][C:2]1[CH:3]=[CH:4][C:5]([OH:10])=[C:6]([CH:9]=1)[CH:7]=[O:8].[CH2:11]([CH:13]1[O:15][CH2:14]1)Br.C([O-])([O-])=O.[K+].[K+].O. Product: [Br:1][C:2]1[CH:3]=[CH:4][C:5]([O:10][CH2:11][CH:13]2[CH2:14][O:15]2)=[C:6]([CH:9]=1)[CH:7]=[O:8]. The catalyst class is: 31.